Dataset: Catalyst prediction with 721,799 reactions and 888 catalyst types from USPTO. Task: Predict which catalyst facilitates the given reaction. Reactant: [CH3:1][O:2][C:3]1[CH:4]=[C:5]2[C:10](=[CH:11][C:12]=1[N+:13]([O-])=O)[CH2:9][N:8]([C:16](=[O:25])[CH2:17][CH2:18][N:19]1[CH2:24][CH2:23][O:22][CH2:21][CH2:20]1)[CH2:7][CH2:6]2.O.O.[Sn](Cl)Cl.Cl.C(=O)(O)[O-].[Na+]. Product: [CH3:1][O:2][C:3]1[CH:4]=[C:5]2[C:10](=[CH:11][C:12]=1[NH2:13])[CH2:9][N:8]([C:16](=[O:25])[CH2:17][CH2:18][N:19]1[CH2:20][CH2:21][O:22][CH2:23][CH2:24]1)[CH2:7][CH2:6]2. The catalyst class is: 737.